This data is from HIV replication inhibition screening data with 41,000+ compounds from the AIDS Antiviral Screen. The task is: Binary Classification. Given a drug SMILES string, predict its activity (active/inactive) in a high-throughput screening assay against a specified biological target. The compound is CCOC(=O)C1=CCOc2cc(N(C)C)ccc21. The result is 0 (inactive).